From a dataset of Catalyst prediction with 721,799 reactions and 888 catalyst types from USPTO. Predict which catalyst facilitates the given reaction. (1) Reactant: [CH2:1]([N:8]1[C:16]2[C:11](=[CH:12][C:13]([O:17][CH2:18][CH2:19]OS(C3C=CC(C)=CC=3)(=O)=O)=[CH:14][CH:15]=2)[C:10]([S:31]([C:34]2[C:43]3[C:38](=[CH:39][CH:40]=[CH:41][CH:42]=3)[CH:37]=[CH:36][CH:35]=2)(=[O:33])=[O:32])=[N:9]1)[C:2]1[CH:7]=[CH:6][CH:5]=[CH:4][CH:3]=1.[NH:44]1[CH2:48][CH2:47][CH2:46][CH2:45]1. Product: [CH2:1]([N:8]1[C:16]2[C:11](=[CH:12][C:13]([O:17][CH2:18][CH2:19][N:44]3[CH2:48][CH2:47][CH2:46][CH2:45]3)=[CH:14][CH:15]=2)[C:10]([S:31]([C:34]2[C:43]3[C:38](=[CH:39][CH:40]=[CH:41][CH:42]=3)[CH:37]=[CH:36][CH:35]=2)(=[O:33])=[O:32])=[N:9]1)[C:2]1[CH:7]=[CH:6][CH:5]=[CH:4][CH:3]=1. The catalyst class is: 1. (2) Reactant: [OH:1][C:2]1[CH:7]=[C:6]([CH3:8])[N:5]([CH3:9])[C:4](=[O:10])[C:3]=1[C:11](=[O:27])[CH:12]=[CH:13][C:14]1[S:18][C:17]([CH2:19][S:20]([CH2:22][C:23]([O:25]C)=[O:24])=[O:21])=[CH:16][CH:15]=1.[OH-].[Na+]. Product: [OH:1][C:2]1[CH:7]=[C:6]([CH3:8])[N:5]([CH3:9])[C:4](=[O:10])[C:3]=1[C:11](=[O:27])[CH:12]=[CH:13][C:14]1[S:18][C:17]([CH2:19][S:20]([CH2:22][C:23]([OH:25])=[O:24])=[O:21])=[CH:16][CH:15]=1. The catalyst class is: 5. (3) Reactant: [CH3:1][C:2]1[C:25]([CH3:26])=[CH:24][CH:23]=[CH:22][C:3]=1[O:4][C@H:5]1[CH2:10][CH2:9][N:8](C(OCC2C=CC=CC=2)=O)[CH2:7][C@H:6]1[OH:21].[H][H].C(OCC)C. Product: [CH3:1][C:2]1[C:25]([CH3:26])=[CH:24][CH:23]=[CH:22][C:3]=1[O:4][C@H:5]1[CH2:10][CH2:9][NH:8][CH2:7][C@H:6]1[OH:21]. The catalyst class is: 19. (4) Reactant: [O:1]([CH2:8][C:9]1[NH:10][CH:11]=[C:12]([C:14]2[CH:27]=[CH:26][C:17]([O:18][C:19]3[CH:25]=[CH:24][C:22]([NH2:23])=[CH:21][CH:20]=3)=[CH:16][CH:15]=2)[N:13]=1)[C:2]1[CH:7]=[CH:6][CH:5]=[CH:4][CH:3]=1.[C:28]1([N:34]=[C:35]=[O:36])[CH:33]=[CH:32][CH:31]=[CH:30][CH:29]=1.O.C(OCC)(=O)C. Product: [O:1]([CH2:8][C:9]1[NH:10][CH:11]=[C:12]([C:14]2[CH:27]=[CH:26][C:17]([O:18][C:19]3[CH:20]=[CH:21][C:22]([NH:23][C:35]([NH:34][C:28]4[CH:33]=[CH:32][CH:31]=[CH:30][CH:29]=4)=[O:36])=[CH:24][CH:25]=3)=[CH:16][CH:15]=2)[N:13]=1)[C:2]1[CH:7]=[CH:6][CH:5]=[CH:4][CH:3]=1. The catalyst class is: 9. (5) Reactant: Br[CH2:2][C:3]([C:5]1[CH:10]=[C:9]([O:11][CH3:12])[CH:8]=[CH:7][C:6]=1[CH3:13])=[O:4].[CH:14]([N-:16][CH:17]=[O:18])=[O:15].[Na+]. Product: [CH:14]([N:16]([CH2:2][C:3]([C:5]1[CH:10]=[C:9]([O:11][CH3:12])[CH:8]=[CH:7][C:6]=1[CH3:13])=[O:4])[CH:17]=[O:18])=[O:15]. The catalyst class is: 23. (6) Reactant: [NH2:1][C:2]1[CH:7]=[C:6]([CH3:8])[CH:5]=[C:4]([CH3:9])[C:3]=1[OH:10].C(OCC)(=O)C.C(=O)([O-])O.[Na+].[Cl:22][C@@H:23]([CH2:27][CH:28]([CH3:30])[CH3:29])[C:24](Cl)=[O:25]. Product: [Cl:22][C@@H:23]([CH2:27][CH:28]([CH3:30])[CH3:29])[C:24]([NH:1][C:2]1[CH:7]=[C:6]([CH3:8])[CH:5]=[C:4]([CH3:9])[C:3]=1[OH:10])=[O:25]. The catalyst class is: 6.